Dataset: Experimental lipophilicity measurements (octanol/water distribution) for 4,200 compounds from AstraZeneca. Task: Regression/Classification. Given a drug SMILES string, predict its absorption, distribution, metabolism, or excretion properties. Task type varies by dataset: regression for continuous measurements (e.g., permeability, clearance, half-life) or binary classification for categorical outcomes (e.g., BBB penetration, CYP inhibition). For this dataset (lipophilicity_astrazeneca), we predict Y. (1) The drug is Cc1ccc(S(=O)(=O)Nc2c(C(=O)N[C@@H](C)C(C)(C)C)c(C)nn2C2CCC2)cc1. The Y is 1.57 logD. (2) The drug is N#Cc1cccc(OC[C@@H](O)CNC2CCN(Cc3ccc(Cl)c(Cl)c3)CC2)c1. The Y is 3.09 logD.